From a dataset of Forward reaction prediction with 1.9M reactions from USPTO patents (1976-2016). Predict the product of the given reaction. Given the reactants [C:1]([O:5][C:6](=[O:40])[CH2:7][O:8][C:9]1[C:14]2[CH2:15][CH2:16][CH2:17][CH2:18][CH:19]([NH:20][S:21]([C:24]3[CH:29]=[CH:28][C:27]([C:30]4[CH:35]=[CH:34][CH:33]=[C:32]([S:36]([CH3:39])(=[O:38])=[O:37])[CH:31]=4)=[CH:26][CH:25]=3)(=[O:23])=[O:22])[C:13]=2[CH:12]=[CH:11][CH:10]=1)([CH3:4])([CH3:3])[CH3:2].CI.[C:43]([O-])([O-])=O.[K+].[K+], predict the reaction product. The product is: [C:1]([O:5][C:6](=[O:40])[CH2:7][O:8][C:9]1[C:14]2[CH2:15][CH2:16][CH2:17][CH2:18][CH:19]([N:20]([S:21]([C:24]3[CH:25]=[CH:26][C:27]([C:30]4[CH:35]=[CH:34][CH:33]=[C:32]([S:36]([CH3:39])(=[O:38])=[O:37])[CH:31]=4)=[CH:28][CH:29]=3)(=[O:22])=[O:23])[CH3:43])[C:13]=2[CH:12]=[CH:11][CH:10]=1)([CH3:4])([CH3:3])[CH3:2].